Task: Predict the reactants needed to synthesize the given product.. Dataset: Full USPTO retrosynthesis dataset with 1.9M reactions from patents (1976-2016) Given the product [Cl:1][C:2]1[C:11]2[C:6](=[CH:7][CH:8]=[C:9]([O:12][C:25]3[CH:30]=[CH:29][CH:28]=[CH:27][N:26]=3)[CH:10]=2)[N:5]=[C:4]([N:13]2[CH2:19][CH2:18][CH2:17][C:16]3[CH:20]=[CH:21][CH:22]=[CH:23][C:15]=3[CH2:14]2)[CH:3]=1, predict the reactants needed to synthesize it. The reactants are: [Cl:1][C:2]1[C:11]2[C:6](=[CH:7][CH:8]=[C:9]([OH:12])[CH:10]=2)[N:5]=[C:4]([N:13]2[CH2:19][CH2:18][CH2:17][C:16]3[CH:20]=[CH:21][CH:22]=[CH:23][C:15]=3[CH2:14]2)[CH:3]=1.F[C:25]1[CH:30]=[CH:29][CH:28]=[CH:27][N:26]=1.C(=O)([O-])[O-].[K+].[K+].CS(C)=O.